This data is from Full USPTO retrosynthesis dataset with 1.9M reactions from patents (1976-2016). The task is: Predict the reactants needed to synthesize the given product. Given the product [Br:1][C:2]1[CH:7]=[C:6]2[NH:8][CH2:9][C:10]3([CH2:15][CH2:14][N:13]([CH3:16])[CH2:12][CH2:11]3)[C:5]2=[CH:4][CH:3]=1, predict the reactants needed to synthesize it. The reactants are: [Br:1][C:2]1[CH:7]=[C:6]2[NH:8][C:9](=O)[C:10]3([CH2:15][CH2:14][N:13]([CH3:16])[CH2:12][CH2:11]3)[C:5]2=[CH:4][CH:3]=1.COCCO[AlH2-]OCCOC.[Na+].